The task is: Predict the product of the given reaction.. This data is from Forward reaction prediction with 1.9M reactions from USPTO patents (1976-2016). (1) Given the reactants BrC1C=CC(O)=C(C2C=[CH:16][C:15]3[C:10](=[CH:11][CH:12]=[C:13]([C:18]4[N:22]([CH:23]5[CH2:28][CH2:27][CH2:26][CH2:25][CH2:24]5)[C:21]5[CH:29]=[CH:30][C:31]([C:33]([OH:35])=[O:34])=[CH:32][C:20]=5[N:19]=4)[CH:14]=3)[N:9]=2)C=1.[Br:37][C:38]1[C:46]2[O:45][C:44]([C:47](=O)[CH3:48])=[CH:43][C:42]=2[CH:41]=[C:40]([O:50][CH3:51])[CH:39]=1.[OH-].[K+], predict the reaction product. The product is: [Br:37][C:38]1[C:46]2[O:45][C:44]([C:47]3[CH:48]=[CH:16][C:15]4[C:10](=[CH:11][CH:12]=[C:13]([C:18]5[N:22]([CH:23]6[CH2:24][CH2:25][CH2:26][CH2:27][CH2:28]6)[C:21]6[CH:29]=[CH:30][C:31]([C:33]([OH:35])=[O:34])=[CH:32][C:20]=6[N:19]=5)[CH:14]=4)[N:9]=3)=[CH:43][C:42]=2[CH:41]=[C:40]([O:50][CH3:51])[CH:39]=1. (2) Given the reactants [F:1][C:2]([F:25])([F:24])[C:3]1[CH:4]=[C:5]([C:13]2[N:17]=[CH:16][N:15](/[CH:18]=[CH:19]\[C:20]([NH:22][NH2:23])=[O:21])[N:14]=2)[CH:6]=[C:7]([C:9]([F:12])([F:11])[F:10])[CH:8]=1.[C:26]([O:30][C:31]([NH:33][C@H:34]([CH:38]([CH3:40])[CH3:39])[C:35](O)=[O:36])=[O:32])([CH3:29])([CH3:28])[CH3:27].C(P1(=O)OP(CCC)(=O)OP(CCC)(=O)O1)CC.CCN(C(C)C)C(C)C, predict the reaction product. The product is: [F:25][C:2]([F:24])([F:1])[C:3]1[CH:4]=[C:5]([C:13]2[N:17]=[CH:16][N:15](/[CH:18]=[CH:19]\[C:20]([NH:22][NH:23][C:35](=[O:36])[C@H:34]([NH:33][C:31](=[O:32])[O:30][C:26]([CH3:29])([CH3:28])[CH3:27])[CH:38]([CH3:40])[CH3:39])=[O:21])[N:14]=2)[CH:6]=[C:7]([C:9]([F:10])([F:11])[F:12])[CH:8]=1. (3) Given the reactants F[C:2]1[CH:7]=[CH:6][CH:5]=[CH:4][C:3]=1[S:8]([NH:11][C:12]1[C:21]([C:22]([OH:24])=[O:23])=[C:20]2[C:15]([CH:16]3[CH2:25][CH:17]3[CH2:18][O:19]2)=[CH:14][CH:13]=1)(=[O:10])=[O:9].[CH2:26]([N:28]1[CH2:32][CH2:31][C@@H:30]([CH2:33][CH2:34][NH2:35])[CH2:29]1)[CH3:27], predict the reaction product. The product is: [CH2:26]([N:28]1[CH2:32][CH2:31][C@@H:30]([CH2:33][CH2:34][NH:35][C:2]2[CH:7]=[CH:6][CH:5]=[CH:4][C:3]=2[S:8]([NH:11][C:12]2[C:21]([C:22]([OH:24])=[O:23])=[C:20]3[C:15]([CH:16]4[CH2:25][CH:17]4[CH2:18][O:19]3)=[CH:14][CH:13]=2)(=[O:10])=[O:9])[CH2:29]1)[CH3:27]. (4) Given the reactants [F:1][CH2:2][C:3]1([C:10]([O:12][CH2:13][C:14]2[CH:19]=[CH:18][CH:17]=[CH:16][CH:15]=2)=[O:11])[CH2:8][CH2:7][C:6](=[O:9])[CH2:5][CH2:4]1.[F:20][C:21]([F:40])([F:39])[S:22](N([S:22]([C:21]([F:40])([F:39])[F:20])(=[O:24])=[O:23])C1C=CC=CC=1)(=[O:24])=[O:23].C[Si](C)(C)[N-][Si](C)(C)C.[K+].C1(C)C=CC=CC=1.[Cl-].[NH4+], predict the reaction product. The product is: [F:1][CH2:2][C:3]1([C:10]([O:12][CH2:13][C:14]2[CH:15]=[CH:16][CH:17]=[CH:18][CH:19]=2)=[O:11])[CH2:8][CH2:7][C:6]([O:9][S:22]([C:21]([F:40])([F:39])[F:20])(=[O:24])=[O:23])=[CH:5][CH2:4]1. (5) Given the reactants [OH:1][C@H:2]1[CH2:6][N:5]([C:7]([O:9][C:10]([CH3:13])([CH3:12])[CH3:11])=[O:8])[C@H:4]([C:14]([O:16][CH2:17][C:18]2[CH:23]=[CH:22][CH:21]=[CH:20][CH:19]=2)=[O:15])[CH2:3]1.O[C:25]1[CH:40]=[CH:39][C:28]([C:29]([O:31][CH2:32][C:33]2[CH:38]=[CH:37][CH:36]=[CH:35][CH:34]=2)=[O:30])=[CH:27][CH:26]=1.N(C(N1CCCCC1)=O)=NC(N1CCCCC1)=O.C(P(CCCC)CCCC)CCC, predict the reaction product. The product is: [CH2:32]([O:31][C:29]([C:28]1[CH:39]=[CH:40][C:25]([O:1][C@@H:2]2[CH2:6][N:5]([C:7]([O:9][C:10]([CH3:13])([CH3:12])[CH3:11])=[O:8])[C@H:4]([C:14]([O:16][CH2:17][C:18]3[CH:19]=[CH:20][CH:21]=[CH:22][CH:23]=3)=[O:15])[CH2:3]2)=[CH:26][CH:27]=1)=[O:30])[C:33]1[CH:34]=[CH:35][CH:36]=[CH:37][CH:38]=1. (6) The product is: [CH2:15]([O:14][C:12]([CH:50]1[N:49]=[C:43]([CH:44]([CH3:46])[CH3:45])[C:38]2[CH:39]=[CH:40][CH:41]=[CH:42][C:37]=2[N:36]([NH2:32])[C:51]1=[O:52])=[O:13])[C:16]1[CH:17]=[CH:18][CH:19]=[CH:20][CH:21]=1. Given the reactants N1(C(C(O)=O)N[C:12]([O:14][CH2:15][C:16]2[CH:21]=[CH:20][CH:19]=[CH:18][CH:17]=2)=[O:13])C2C=CC=CC=2N=N1.C(Cl)(=O)C(Cl)=O.C[N:32](C=O)C.[NH2:36][C:37]1[CH:42]=[CH:41][CH:40]=[CH:39][C:38]=1[C:43](=O)[CH:44]([CH3:46])[CH3:45].C[N:49]1CC[O:52][CH2:51][CH2:50]1.C([O-])(=O)C.[NH4+], predict the reaction product. (7) Given the reactants CO[C:3]1[CH:24]=[CH:23][C:6]2[NH:7][C:8](S(CC3C(C)=C(OC)C(C)=CN=3)=O)=[N:9][C:5]=2[CH:4]=1.C(N(CC)CC)C.ClC(OCC1C=CC=CC=1)=O.O, predict the reaction product. The product is: [NH:7]1[C:6]2[CH:23]=[CH:24][CH:3]=[CH:4][C:5]=2[N:9]=[CH:8]1.